From a dataset of Full USPTO retrosynthesis dataset with 1.9M reactions from patents (1976-2016). Predict the reactants needed to synthesize the given product. (1) Given the product [F:1][C:2]1[CH:10]=[CH:9][C:8]2[CH:7]([CH2:11][N:12]3[CH2:17][CH2:16][N:15]([CH2:32][CH2:31][C:29]4[CH:28]=[CH:27][C:26]5[C:22](=[O:21])[O:23][CH2:24][C:25]=5[CH:30]=4)[CH2:14][C:13]3=[O:18])[CH2:6][CH2:5][C:4]=2[C:3]=1[C:19]#[N:20], predict the reactants needed to synthesize it. The reactants are: [F:1][C:2]1[CH:10]=[CH:9][C:8]2[CH:7]([CH2:11][N:12]3[CH2:17][CH2:16][NH:15][CH2:14][C:13]3=[O:18])[CH2:6][CH2:5][C:4]=2[C:3]=1[C:19]#[N:20].[O:21]=[C:22]1[C:26]2[CH:27]=[CH:28][C:29]([CH2:31][CH:32]=O)=[CH:30][C:25]=2[CH2:24][O:23]1.C(O[BH-](OC(=O)C)OC(=O)C)(=O)C.[Na+]. (2) Given the product [CH3:15][Si:2]([CH3:1])([CH3:14])[C:3]1[CH:11]=[CH:12][N:13]=[C:8]2[O:7][CH2:6][CH2:5][C:4]=12, predict the reactants needed to synthesize it. The reactants are: [CH3:1][Si:2]([CH3:15])([CH3:14])[C:3]#[C:4][CH2:5][CH2:6][O:7][C:8]1[N:13]=[CH:12][CH:11]=CN=1. (3) Given the product [N:7]1([C:4]2[N:3]=[C:2]([C:17](=[O:19])[CH3:18])[S:6][N:5]=2)[CH:11]=[CH:10][N:9]=[CH:8]1, predict the reactants needed to synthesize it. The reactants are: Cl[C:2]1[S:6][N:5]=[C:4]([N:7]2[CH:11]=[CH:10][N:9]=[CH:8]2)[N:3]=1.C([Sn](CCCC)(CCCC)[C:17]([O:19]CC)=[CH2:18])CCC.O.